This data is from Peptide-MHC class II binding affinity with 134,281 pairs from IEDB. The task is: Regression. Given a peptide amino acid sequence and an MHC pseudo amino acid sequence, predict their binding affinity value. This is MHC class II binding data. (1) The peptide sequence is NFRFLTEKGMKNVFD. The MHC is HLA-DQA10104-DQB10503 with pseudo-sequence HLA-DQA10104-DQB10503. The binding affinity (normalized) is 0.130. (2) The peptide sequence is EVAKLDVVKLLYNEQ. The MHC is DRB1_0802 with pseudo-sequence DRB1_0802. The binding affinity (normalized) is 0.397. (3) The peptide sequence is TTEMLSRALKKVPVD. The MHC is DRB1_0301 with pseudo-sequence DRB1_0301. The binding affinity (normalized) is 0.636. (4) The peptide sequence is SQDLSLSWNLNGLQAY. The MHC is DRB1_1302 with pseudo-sequence DRB1_1302. The binding affinity (normalized) is 0.575. (5) The peptide sequence is QDPKNVYQRGTHPFS. The MHC is DRB1_0701 with pseudo-sequence DRB1_0701. The binding affinity (normalized) is 0.403. (6) The peptide sequence is YQPAAMRRLSLILLA. The MHC is DRB1_0401 with pseudo-sequence DRB1_0401. The binding affinity (normalized) is 0.211. (7) The peptide sequence is QIYFESYVRPFVATT. The MHC is DRB1_0401 with pseudo-sequence DRB1_0401. The binding affinity (normalized) is 0.472. (8) The peptide sequence is GVLKNEFMSLAFDYW. The MHC is DRB1_0301 with pseudo-sequence DRB1_0301. The binding affinity (normalized) is 0.197. (9) The peptide sequence is NNALQNLARTISEAG. The MHC is DRB1_0405 with pseudo-sequence DRB1_0405. The binding affinity (normalized) is 0.598.